This data is from Forward reaction prediction with 1.9M reactions from USPTO patents (1976-2016). The task is: Predict the product of the given reaction. (1) Given the reactants [Cl:1][C:2]1[CH:9]=[C:8]([C:10]2[CH:14]=[CH:13][NH:12][N:11]=2)[CH:7]=[CH:6][C:3]=1[C:4]#[N:5].O[CH2:16][CH:17]([NH:21]C(=O)OC(C)(C)C)[CH:18]([CH3:20])[CH3:19], predict the reaction product. The product is: [NH2:21][CH:17]([CH:18]([CH3:20])[CH3:19])[CH2:16][N:12]1[CH:13]=[CH:14][C:10]([C:8]2[CH:7]=[CH:6][C:3]([C:4]#[N:5])=[C:2]([Cl:1])[CH:9]=2)=[N:11]1. (2) Given the reactants C(N(CC)CC)C.[Br:8][C:9]1[CH:14]=[CH:13][C:12]([CH:15]([NH2:17])[CH3:16])=[CH:11][CH:10]=1.[C:18](OC(=O)C)(=[O:20])[CH3:19], predict the reaction product. The product is: [Br:8][C:9]1[CH:14]=[CH:13][C:12]([CH:15]([NH:17][C:18](=[O:20])[CH3:19])[CH3:16])=[CH:11][CH:10]=1.